From a dataset of Reaction yield outcomes from USPTO patents with 853,638 reactions. Predict the reaction yield, written as a fraction of the theoretical maximum amount of product (1.0 means a 100% yield; for example, 0.34 means a 34% yield). (1) The reactants are I[C:2]1[C:10]2[C:5](=[N:6][CH:7]=[C:8]([N+:11]([O-:13])=[O:12])[CH:9]=2)[N:4]([CH2:14][C:15]2[CH:20]=[CH:19][C:18]([O:21][CH3:22])=[CH:17][CH:16]=2)[N:3]=1.[CH:23]1([CH2:27][OH:28])[CH2:26][CH2:25][CH2:24]1.N1C2C(=CC=C3C=2N=CC=C3)C=CC=1. The catalyst is CCOC(C)=O.[Cu]I. The product is [CH:23]1([CH2:27][O:28][C:2]2[C:10]3[C:5](=[N:6][CH:7]=[C:8]([N+:11]([O-:13])=[O:12])[CH:9]=3)[N:4]([CH2:14][C:15]3[CH:20]=[CH:19][C:18]([O:21][CH3:22])=[CH:17][CH:16]=3)[N:3]=2)[CH2:26][CH2:25][CH2:24]1. The yield is 0.245. (2) The product is [CH2:19]([O:15][CH2:14][CH2:13][C:11]1[N:12]=[C:8]([C:5]2[CH:4]=[CH:3][C:2]([Br:1])=[CH:7][CH:6]=2)[O:9][C:10]=1[CH3:16])[C:20]1[CH:25]=[CH:24][CH:23]=[CH:22][CH:21]=1. The reactants are [Br:1][C:2]1[CH:7]=[CH:6][C:5]([C:8]2[O:9][C:10]([CH3:16])=[C:11]([CH2:13][CH2:14][OH:15])[N:12]=2)=[CH:4][CH:3]=1.[H-].[Na+].[CH2:19](Br)[C:20]1[CH:25]=[CH:24][CH:23]=[CH:22][CH:21]=1. The yield is 0.600. The catalyst is CN(C=O)C. (3) The reactants are [N:1]12[CH2:8][CH2:7][C:4]([C:9]([C:17]3[CH:22]=[CH:21][CH:20]=[CH:19][CH:18]=3)([C:11]3[CH:16]=[CH:15][CH:14]=[CH:13][CH:12]=3)[OH:10])([CH2:5][CH2:6]1)[CH2:3][CH2:2]2.[Br:23][CH2:24][CH2:25][O:26][CH2:27][C:28]1[CH:33]=[CH:32][C:31]([C:34]([CH3:37])([CH3:36])[CH3:35])=[CH:30][CH:29]=1. The catalyst is CC#N.C(Cl)(Cl)Cl. The product is [Br-:23].[CH3:37][C:34]([C:31]1[CH:30]=[CH:29][C:28]([CH2:27][O:26][CH2:25][CH2:24][N+:1]23[CH2:6][CH2:5][C:4]([C:9]([OH:10])([C:17]4[CH:22]=[CH:21][CH:20]=[CH:19][CH:18]=4)[C:11]4[CH:12]=[CH:13][CH:14]=[CH:15][CH:16]=4)([CH2:3][CH2:2]2)[CH2:7][CH2:8]3)=[CH:33][CH:32]=1)([CH3:35])[CH3:36]. The yield is 0.160. (4) The reactants are ClC1C=CC=C(C(OO)=[O:9])C=1.[CH2:12]([O:19][C:20]([N:22]1[CH2:28][CH:27]=[CH:26][CH2:25][CH2:24][CH:23]1[CH3:29])=[O:21])[C:13]1[CH:18]=[CH:17][CH:16]=[CH:15][CH:14]=1. The catalyst is C(Cl)Cl. The product is [CH2:12]([O:19][C:20]([N:22]1[C@H:23]([CH3:29])[CH2:24][CH2:25][C@H:26]2[C@@H:27]([O:9]2)[CH2:28]1)=[O:21])[C:13]1[CH:14]=[CH:15][CH:16]=[CH:17][CH:18]=1. The yield is 0.750.